This data is from Full USPTO retrosynthesis dataset with 1.9M reactions from patents (1976-2016). The task is: Predict the reactants needed to synthesize the given product. The reactants are: [Cl:1][C:2]1[CH:3]=[N+:4]([O-:32])[CH:5]=[C:6]([Cl:31])[C:7]=1[CH2:8][C@@H:9]([C:21]1[CH:26]=[CH:25][C:24]([O:27][CH3:28])=[C:23]([O:29][CH3:30])[CH:22]=1)[O:10][C:11](=[O:20])[C:12]1[CH:17]=[CH:16][C:15]([CH:18]=[O:19])=[CH:14][CH:13]=1.NC1N=NC=CC=1.C(O)(=O)C.[BH-](OC(C)=O)(OC(C)=O)OC(C)=O.[Na+]. Given the product [Cl:31][C:6]1[CH:5]=[N+:4]([O-:32])[CH:3]=[C:2]([Cl:1])[C:7]=1[CH2:8][C@@H:9]([C:21]1[CH:26]=[CH:25][C:24]([O:27][CH3:28])=[C:23]([O:29][CH3:30])[CH:22]=1)[O:10][C:11](=[O:20])[C:12]1[CH:13]=[CH:14][C:15]([CH2:18][OH:19])=[CH:16][CH:17]=1, predict the reactants needed to synthesize it.